This data is from Forward reaction prediction with 1.9M reactions from USPTO patents (1976-2016). The task is: Predict the product of the given reaction. (1) Given the reactants Cl[C:2]1[N:7]=[C:6]([C:8]2[C:9]([C:14]3[CH:19]=[CH:18][C:17]([F:20])=[C:16]([CH3:21])[CH:15]=3)=[N:10][CH:11]=[CH:12][CH:13]=2)[CH:5]=[CH:4][N:3]=1.[NH3:22].O1CCOCC1, predict the reaction product. The product is: [F:20][C:17]1[CH:18]=[CH:19][C:14]([C:9]2[C:8]([C:6]3[CH:5]=[CH:4][N:3]=[C:2]([NH2:22])[N:7]=3)=[CH:13][CH:12]=[CH:11][N:10]=2)=[CH:15][C:16]=1[CH3:21]. (2) Given the reactants C([O:9][CH2:10][CH2:11][O:12][CH2:13][CH2:14][N:15]1[C:23]2[C:22]([Cl:24])=[N:21][CH:20]=[N:19][C:18]=2[CH:17]=[CH:16]1)(=O)C1C=CC=CC=1.[Cl:25][C:26]1[CH:27]=[C:28]([CH:30]=[CH:31][C:32]=1[O:33][C:34]1[CH:39]=[CH:38][CH:37]=[C:36]([S:40]([CH:43]([CH3:45])[CH3:44])(=[O:42])=[O:41])[CH:35]=1)[NH2:29].[OH-].[Na+].Cl.C(OCC)(=O)C, predict the reaction product. The product is: [ClH:24].[Cl:25][C:26]1[CH:27]=[C:28]([NH:29][C:22]2[C:23]3[N:15]([CH2:14][CH2:13][O:12][CH2:11][CH2:10][OH:9])[CH:16]=[CH:17][C:18]=3[N:19]=[CH:20][N:21]=2)[CH:30]=[CH:31][C:32]=1[O:33][C:34]1[CH:39]=[CH:38][CH:37]=[C:36]([S:40]([CH:43]([CH3:44])[CH3:45])(=[O:41])=[O:42])[CH:35]=1. (3) Given the reactants [Cl:1][C:2]1[CH:3]=[C:4]([CH:14]=[C:15]([Cl:18])[C:16]=1[Cl:17])[CH2:5][N:6]1[CH:10]=[C:9]([C:11]([NH2:13])=O)[N:8]=[N:7]1.C(N(CC)CC)C.C(OC(C(F)(F)F)=O)(C(F)(F)F)=O, predict the reaction product. The product is: [Cl:18][C:15]1[CH:14]=[C:4]([CH:3]=[C:2]([Cl:1])[C:16]=1[Cl:17])[CH2:5][N:6]1[CH:10]=[C:9]([C:11]#[N:13])[N:8]=[N:7]1. (4) Given the reactants FC(F)(F)C(O)=O.[NH2:8][C:9]1[C:14]2=[C:15]([C:32]3[S:33][C:34]4[C:40]([O:41][CH3:42])=[CH:39][C:38]([CH3:43])=[CH:37][C:35]=4[CH:36]=3)[C:16]([CH2:18][N:19]3[CH2:24][CH2:23][N:22](C(OC(C)(C)C)=O)[CH2:21][CH2:20]3)=[CH:17][N:13]2[N:12]=[CH:11][N:10]=1.[ClH:44], predict the reaction product. The product is: [ClH:44].[ClH:44].[ClH:44].[CH3:42][O:41][C:40]1[C:34]2[S:33][C:32]([C:15]3[C:16]([CH2:18][N:19]4[CH2:24][CH2:23][NH:22][CH2:21][CH2:20]4)=[CH:17][N:13]4[C:14]=3[C:9]([NH2:8])=[N:10][CH:11]=[N:12]4)=[CH:36][C:35]=2[CH:37]=[C:38]([CH3:43])[CH:39]=1. (5) Given the reactants [Cl:1][C:2]1[CH:26]=[CH:25][C:5]([CH2:6][C:7]2[C:16]([OH:17])=[CH:15][CH:14]=[C:13]3[C:8]=2[C:9](=[O:24])[N:10]([CH2:20][CH2:21][CH2:22][OH:23])[C:11](=[O:19])[N:12]3[CH3:18])=[CH:4][CH:3]=1.I[CH2:28][CH3:29].C([O-])([O-])=O.[K+].[K+], predict the reaction product. The product is: [Cl:1][C:2]1[CH:3]=[CH:4][C:5]([CH2:6][C:7]2[C:16]([O:17][CH2:28][CH3:29])=[CH:15][CH:14]=[C:13]3[C:8]=2[C:9](=[O:24])[N:10]([CH2:20][CH2:21][CH2:22][OH:23])[C:11](=[O:19])[N:12]3[CH3:18])=[CH:25][CH:26]=1. (6) The product is: [CH2:35]([O:34][C:32]([C:26]([CH:14]1[C:13]2[N:9]([CH2:8][C:5]3[CH:6]=[CH:7][C:2]([Cl:1])=[CH:3][CH:4]=3)[C:10]([CH:18]([CH3:20])[CH3:19])=[N:11][C:12]=2[CH2:16][CH2:15]1)([C:24]([O:23][CH2:21][CH3:22])=[O:25])[C:27]([O:29][CH2:30][CH3:31])=[O:28])=[O:33])[CH3:36]. Given the reactants [Cl:1][C:2]1[CH:7]=[CH:6][C:5]([CH2:8][N:9]2[C:13]3[CH:14](O)[CH2:15][CH2:16][C:12]=3[N:11]=[C:10]2[CH:18]([CH3:20])[CH3:19])=[CH:4][CH:3]=1.[CH2:21]([O:23][C:24]([CH:26]([C:32]([O:34][CH2:35][CH3:36])=[O:33])[C:27]([O:29][CH2:30][CH3:31])=[O:28])=[O:25])[CH3:22].CP(C)C.N(C(OC(C)C)=O)=NC(OC(C)C)=O, predict the reaction product. (7) Given the reactants [CH2:1]([C:8]1[C:9](F)=[N:10][CH:11]=[C:12]([CH3:14])[CH:13]=1)[C:2]1[CH:7]=[CH:6][CH:5]=[CH:4][CH:3]=1.Cl.[O:17]1CCOCC1, predict the reaction product. The product is: [CH2:1]([C:8]1[C:9](=[O:17])[NH:10][CH:11]=[C:12]([CH3:14])[CH:13]=1)[C:2]1[CH:7]=[CH:6][CH:5]=[CH:4][CH:3]=1.